This data is from Forward reaction prediction with 1.9M reactions from USPTO patents (1976-2016). The task is: Predict the product of the given reaction. (1) Given the reactants C(=O)([O-])[O-].[K+].[K+].Cl[CH2:8][C:9]1[CH:14]=[CH:13][CH:12]=[CH:11][C:10]=1[CH2:15][C:16]([O:18]C)=O.[NH2:20][CH:21]1[CH2:26][CH2:25][N:24]([C:27]([O:29][C:30]([CH3:33])([CH3:32])[CH3:31])=[O:28])[CH2:23][CH2:22]1, predict the reaction product. The product is: [O:18]=[C:16]1[CH2:15][C:10]2[C:9](=[CH:14][CH:13]=[CH:12][CH:11]=2)[CH2:8][N:20]1[CH:21]1[CH2:22][CH2:23][N:24]([C:27]([O:29][C:30]([CH3:33])([CH3:32])[CH3:31])=[O:28])[CH2:25][CH2:26]1. (2) The product is: [Cl:1][C:2]1[CH:7]=[CH:6][C:5]([S:8]([N:11]([CH2:27][C:26]2[CH:29]=[CH:30][C:23]([S:22][CH3:21])=[CH:24][CH:25]=2)[C@H:12]([C:15]2[CH:16]=[CH:17][CH:18]=[CH:19][CH:20]=2)[CH2:13][CH3:14])(=[O:10])=[O:9])=[CH:4][CH:3]=1. Given the reactants [Cl:1][C:2]1[CH:7]=[CH:6][C:5]([S:8]([NH:11][C@H:12]([C:15]2[CH:20]=[CH:19][CH:18]=[CH:17][CH:16]=2)[CH2:13][CH3:14])(=[O:10])=[O:9])=[CH:4][CH:3]=1.[CH3:21][S:22][C:23]1[CH:30]=[CH:29][C:26]([CH2:27]O)=[CH:25][CH:24]=1, predict the reaction product. (3) Given the reactants C1(C)C=CC(S(Cl)(=O)=O)=CC=1.C([O:18][CH2:19][CH2:20][CH2:21][N:22]1[C:34]2[C:33]3[CH:32]=[CH:31][CH:30]=[CH:29][C:28]=3[N+:27]([O-])=[CH:26][C:25]=2[N:24]=[C:23]1[CH2:36][CH2:37][CH2:38][CH3:39])(=O)CCCC.O.C(Cl)Cl.[OH-].[NH4+:45], predict the reaction product. The product is: [NH2:45][C:26]1[C:25]2[N:24]=[C:23]([CH2:36][CH2:37][CH2:38][CH3:39])[N:22]([CH2:21][CH2:20][CH2:19][OH:18])[C:34]=2[C:33]2[CH:32]=[CH:31][CH:30]=[CH:29][C:28]=2[N:27]=1. (4) Given the reactants I[C:2]1[CH:11]=[CH:10][C:9]2[C:4](=[C:5]([O:12][CH:13]([CH3:15])[CH3:14])[CH:6]=[CH:7][CH:8]=2)[N:3]=1.[Br-].[N:17]1[CH:22]=[CH:21][CH:20]=[CH:19][C:18]=1[Zn+].[NH4+].[Cl-], predict the reaction product. The product is: [N:17]1[CH:22]=[CH:21][CH:20]=[CH:19][C:18]=1[C:2]1[CH:11]=[CH:10][C:9]2[C:4](=[C:5]([O:12][CH:13]([CH3:15])[CH3:14])[CH:6]=[CH:7][CH:8]=2)[N:3]=1. (5) The product is: [CH3:1][C:2]1[N:10]([CH:27]([C:28](=[O:30])[CH3:29])[CH3:31])[C:5]2=[N:6][CH:7]=[CH:8][CH:9]=[C:4]2[C:3]=1[C:11]([O:13][C:14]([CH3:17])([CH3:16])[CH3:15])=[O:12]. Given the reactants [CH3:1][C:2]1[NH:10][C:5]2=[N:6][CH:7]=[CH:8][CH:9]=[C:4]2[C:3]=1[C:11]([O:13][C:14]([CH3:17])([CH3:16])[CH3:15])=[O:12].C([O-])([O-])=O.[Cs+].[Cs+].[I-].[K+].Cl[CH:27]([CH3:31])[C:28](=[O:30])[CH3:29], predict the reaction product.